From a dataset of Blood-brain barrier permeability classification from the B3DB database. Regression/Classification. Given a drug SMILES string, predict its absorption, distribution, metabolism, or excretion properties. Task type varies by dataset: regression for continuous measurements (e.g., permeability, clearance, half-life) or binary classification for categorical outcomes (e.g., BBB penetration, CYP inhibition). Dataset: b3db_classification. (1) The molecule is C=C1c2ccccc2CN(CCCN(C)C)c2ccccc21. The result is 1 (penetrates BBB). (2) The compound is CCN1CCC[C@H]1CNC(=O)c1c(OC)ccc(Br)c1OC. The result is 1 (penetrates BBB). (3) The molecule is CCCCC(=O)OC1(C(=O)CO)C(C)CC2C3CCC4=CC(=O)C=CC4(C)C3(F)C(O)CC21C. The result is 1 (penetrates BBB). (4) The drug is COc1ccc([C@H]2CC(=O)Oc3cc(C)oc(=O)c32)cc1. The result is 1 (penetrates BBB).